Dataset: Full USPTO retrosynthesis dataset with 1.9M reactions from patents (1976-2016). Task: Predict the reactants needed to synthesize the given product. Given the product [Cl:32][C:29]1[S:28][C:27]([C:25]([NH:24][CH2:23][CH:21]2[O:20][N:19]=[C:18]([C:15]3[CH:14]=[CH:13][C:12]([N:11]4[CH2:10][CH2:9][O:8][C:33]4=[NH:34])=[CH:17][CH:16]=3)[CH2:22]2)=[O:26])=[CH:31][CH:30]=1, predict the reactants needed to synthesize it. The reactants are: [Si]([O:8][CH2:9][CH2:10][N:11]([C:33]#[N:34])[C:12]1[CH:17]=[CH:16][C:15]([C:18]2[CH2:22][CH:21]([CH2:23][NH:24][C:25]([C:27]3[S:28][C:29]([Cl:32])=[CH:30][CH:31]=3)=[O:26])[O:20][N:19]=2)=[CH:14][CH:13]=1)(C(C)(C)C)(C)C.CS(O)(=O)=O.